This data is from Forward reaction prediction with 1.9M reactions from USPTO patents (1976-2016). The task is: Predict the product of the given reaction. (1) Given the reactants [F:1][C:2]([F:17])([F:16])[C:3]1[CH:4]=[C:5]([CH:9]=[C:10]([C:12]([F:15])([F:14])[F:13])[CH:11]=1)[C:6]([OH:8])=O.CCN(C(C)C)C(C)C.[NH2:27][CH2:28][C@H:29]1[CH2:34][CH2:33][C@H:32]([NH:35][C:36](=[O:42])[O:37][C:38]([CH3:41])([CH3:40])[CH3:39])[CH2:31][CH2:30]1.CN(C(ON1N=NC2C=CC=NC1=2)=[N+](C)C)C.F[P-](F)(F)(F)(F)F, predict the reaction product. The product is: [F:16][C:2]([F:1])([F:17])[C:3]1[CH:4]=[C:5]([CH:9]=[C:10]([C:12]([F:15])([F:14])[F:13])[CH:11]=1)[C:6]([NH:27][CH2:28][C@H:29]1[CH2:30][CH2:31][C@H:32]([NH:35][C:36](=[O:42])[O:37][C:38]([CH3:40])([CH3:39])[CH3:41])[CH2:33][CH2:34]1)=[O:8]. (2) The product is: [CH3:11][O:10][C:7]1[C:6]2[O:12][CH2:16][CH2:17][CH2:18][O:13][C:5]=2[C:4]([C:3]([O:2][CH3:1])=[O:14])=[CH:9][CH:8]=1. Given the reactants [CH3:1][O:2][C:3](=[O:14])[C:4]1[CH:9]=[CH:8][C:7]([O:10][CH3:11])=[C:6]([OH:12])[C:5]=1[OH:13].Br[CH2:16][CH2:17][CH2:18]Br.C([O-])([O-])=O.[K+].[K+], predict the reaction product. (3) Given the reactants Cl.[C:2]([C:6]1[CH:11]=[CH:10][C:9]([NH:12]N)=[CH:8][CH:7]=1)([CH3:5])([CH3:4])[CH3:3].C(O)(C(F)(F)F)=O.[CH2:21]([O:28][C:29]([N:31]1[CH2:36][CH2:35][CH:34]([CH:37]=O)[CH2:33][CH2:32]1)=[O:30])[C:22]1[CH:27]=[CH:26][CH:25]=[CH:24][CH:23]=1.[BH4-].[Na+], predict the reaction product. The product is: [CH2:21]([O:28][C:29]([N:31]1[CH2:36][CH2:35][C:34]2([C:10]3[C:9](=[CH:8][CH:7]=[C:6]([C:2]([CH3:5])([CH3:4])[CH3:3])[CH:11]=3)[NH:12][CH2:37]2)[CH2:33][CH2:32]1)=[O:30])[C:22]1[CH:23]=[CH:24][CH:25]=[CH:26][CH:27]=1. (4) Given the reactants Br[C:2]1[CH:7]=[CH:6][C:5]([N+:8]([O-:10])=[O:9])=[CH:4][C:3]=1[C:11]([F:14])([F:13])[F:12].O1CCOCC1.CC1(C)C(C)(C)OB([C:29]2[CH2:34][CH2:33][N:32]([C:35]([O:37][C:38]([CH3:41])([CH3:40])[CH3:39])=[O:36])[CH2:31][CH:30]=2)O1.C(=O)(O)[O-].[Na+], predict the reaction product. The product is: [N+:8]([C:5]1[CH:6]=[CH:7][C:2]([C:29]2[CH2:34][CH2:33][N:32]([C:35]([O:37][C:38]([CH3:41])([CH3:40])[CH3:39])=[O:36])[CH2:31][CH:30]=2)=[C:3]([C:11]([F:14])([F:13])[F:12])[CH:4]=1)([O-:10])=[O:9]. (5) Given the reactants [CH3:1][O:2][C:3]1[CH:22]=[CH:21][C:6]([CH2:7][N:8]2[CH:12]=[C:11]([C:13](=[O:16])[CH:14]=[CH2:15])[C:10]([C:17]([OH:20])([CH3:19])[CH3:18])=[N:9]2)=[CH:5][CH:4]=1.B(F)(F)F.CCOCC, predict the reaction product. The product is: [CH3:1][O:2][C:3]1[CH:22]=[CH:21][C:6]([CH2:7][N:8]2[CH:12]=[C:11]3[C:13](=[O:16])[CH2:14][CH2:15][O:20][C:17]([CH3:18])([CH3:19])[C:10]3=[N:9]2)=[CH:5][CH:4]=1. (6) Given the reactants [CH:1]1([CH2:7][N:8]2[C:12]([CH3:13])=[CH:11][CH:10]=[C:9]2[C:14]2[CH:19]=[C:18]([C:20]([CH3:23])([CH3:22])[CH3:21])[CH:17]=[C:16]([C:24]([CH3:27])([CH3:26])[CH3:25])[CH:15]=2)[CH2:6][CH2:5][CH2:4][CH2:3][CH2:2]1.Cl[S:29]([OH:32])(=[O:31])=[O:30].CC(=O)OCC.O, predict the reaction product. The product is: [CH:1]1([CH2:7][N:8]2[C:9]([C:14]3[CH:19]=[C:18]([C:20]([CH3:21])([CH3:23])[CH3:22])[CH:17]=[C:16]([C:24]([CH3:27])([CH3:26])[CH3:25])[CH:15]=3)=[CH:10][C:11]([S:29]([OH:32])(=[O:31])=[O:30])=[C:12]2[CH3:13])[CH2:6][CH2:5][CH2:4][CH2:3][CH2:2]1. (7) Given the reactants [H-].[Na+].Br[CH2:4][C:5]([O:7][C:8]([CH3:11])([CH3:10])[CH3:9])=[O:6].[S:12]1[CH2:17][CH2:16][CH:15]([N:18]2[C:22]3[CH:23]=[CH:24][CH:25]=[CH:26][C:21]=3[NH:20][C:19]2=[O:27])[CH2:14][CH2:13]1, predict the reaction product. The product is: [O:27]=[C:19]1[N:20]([CH2:4][C:5]([O:7][C:8]([CH3:11])([CH3:10])[CH3:9])=[O:6])[C:21]2[CH:26]=[CH:25][CH:24]=[CH:23][C:22]=2[N:18]1[CH:15]1[CH2:16][CH2:17][S:12][CH2:13][CH2:14]1. (8) Given the reactants [S:1]1[CH:5]=[CH:4][CH:3]=[C:2]1[C:6]([NH:8][NH2:9])=O.Cl[C:11]1[N:16]=[N:15][C:14]([S:17][CH:18](C)[C:19]([O:21][CH2:22][CH3:23])=[O:20])=[CH:13][CH:12]=1, predict the reaction product. The product is: [S:1]1[CH:5]=[CH:4][CH:3]=[C:2]1[C:6]1[N:16]2[N:15]=[C:14]([S:17][CH2:18][C:19]([O:21][CH2:22][CH3:23])=[O:20])[CH:13]=[CH:12][C:11]2=[N:9][N:8]=1. (9) Given the reactants [CH:1]1([C:4]2[N:8]3[CH:9]=[CH:10][CH:11]=[CH:12][C:7]3=[N:6][C:5]=2[C:13]([O:15]CC)=[O:14])[CH2:3][CH2:2]1.[OH-].[Na+].Cl, predict the reaction product. The product is: [CH:1]1([C:4]2[N:8]3[CH:9]=[CH:10][CH:11]=[CH:12][C:7]3=[N:6][C:5]=2[C:13]([OH:15])=[O:14])[CH2:2][CH2:3]1.